This data is from Forward reaction prediction with 1.9M reactions from USPTO patents (1976-2016). The task is: Predict the product of the given reaction. (1) Given the reactants C1C=C(Cl)C=C(C(OO)=O)C=1.[CH2:12]([O:19][C:20]1[CH:21]=[CH:22][C:23]2[C:24]3[N:32]([CH2:33][CH:34]4[CH2:38][O:37][C:36]([CH3:40])([CH3:39])[O:35]4)[C:31]([CH2:41][O:42][CH2:43][CH3:44])=[N:30][C:25]=3[CH:26]=[N:27][C:28]=2[CH:29]=1)[C:13]1[CH:18]=[CH:17][CH:16]=[CH:15][CH:14]=1.[OH-].[NH4+:46].C1(C)C=CC(S(Cl)(=O)=O)=CC=1, predict the reaction product. The product is: [CH2:12]([O:19][C:20]1[CH:21]=[CH:22][C:23]2[C:24]3[N:32]([CH2:33][CH:34]4[CH2:38][O:37][C:36]([CH3:39])([CH3:40])[O:35]4)[C:31]([CH2:41][O:42][CH2:43][CH3:44])=[N:30][C:25]=3[C:26]([NH2:46])=[N:27][C:28]=2[CH:29]=1)[C:13]1[CH:18]=[CH:17][CH:16]=[CH:15][CH:14]=1. (2) Given the reactants C(OC([O-])=O)(O[C:4]([O:6][C:7]([CH3:10])([CH3:9])[CH3:8])=[O:5])=O.C(N(C(C)C)CC)(C)C.CNC1(NC)C=CN=CC1.[CH3:34][C:35]1[C:36]([C:47]([F:50])([F:49])[F:48])=[CH:37][C:38]2[NH:39][CH2:40][CH2:41][CH2:42][C:43](=[O:46])[C:44]=2[N:45]=1, predict the reaction product. The product is: [C:7]([O:6][C:4]([N:39]1[CH2:40][CH2:41][CH2:42][C:43](=[O:46])[C:44]2[N:45]=[C:35]([CH3:34])[C:36]([C:47]([F:48])([F:49])[F:50])=[CH:37][C:38]1=2)=[O:5])([CH3:8])([CH3:9])[CH3:10].